This data is from hERG Central: cardiac toxicity at 1µM, 10µM, and general inhibition. The task is: Predict hERG channel inhibition at various concentrations. (1) The drug is CCNC(=O)c1ccccc1NC(=O)c1cccc(S(=O)(=O)N2CCC(C)CC2)c1. Results: hERG_inhib (hERG inhibition (general)): blocker. (2) The compound is Cc1ccc(CN2CCN(c3cccc4[nH]ccc34)CC2)cc1. Results: hERG_inhib (hERG inhibition (general)): blocker. (3) The molecule is CN(CC(=O)Nc1ccc(C#N)cc1)Cc1ccc(Cl)cc1. Results: hERG_inhib (hERG inhibition (general)): blocker. (4) The drug is CCOC(=O)N1CCC(N2C(=O)c3ccccc3C2Nc2ccc(S(=O)(=O)N(CC)CC)cc2)CC1. Results: hERG_inhib (hERG inhibition (general)): blocker. (5) The compound is CCN(CC)C(=O)C1CCCN(c2ccc([N+](=O)[O-])cc2/C=N/NC(=O)c2cccc([N+](=O)[O-])c2)C1. Results: hERG_inhib (hERG inhibition (general)): blocker. (6) The molecule is Br.CCOC(=O)c1c(CSC(=N)N)n(-c2ccc(C)cc2)c2cc(Br)c(OC(C)=O)cc12. Results: hERG_inhib (hERG inhibition (general)): blocker. (7) The compound is Cc1cc(N2CCN(c3ccccc3)CC2)n2cc(-c3ccccc3)nc2n1. Results: hERG_inhib (hERG inhibition (general)): blocker. (8) The molecule is CCOc1ccc(CN2CCN(Cc3ccc(C)o3)CC2CCO)cc1. Results: hERG_inhib (hERG inhibition (general)): blocker. (9) The molecule is CCOc1ccc(NCc2cccn2-c2nnc(N3CCC(C(=O)NCCCN4CCCCC4C)CC3)s2)cc1. Results: hERG_inhib (hERG inhibition (general)): blocker. (10) The drug is N#C/C(=C\c1c(N2CCC(C(N)=O)CC2)nc2ccccn2c1=O)S(=O)(=O)c1ccc(Cl)cc1. Results: hERG_inhib (hERG inhibition (general)): blocker.